Dataset: Reaction yield outcomes from USPTO patents with 853,638 reactions. Task: Predict the reaction yield, written as a fraction of the theoretical maximum amount of product (1.0 means a 100% yield; for example, 0.34 means a 34% yield). The reactants are O[CH:2]1[O:7][C:6]([CH3:9])([CH3:8])[C:5]2[S:10][C:11](=[S:13])[S:12][C:4]=2[C:3]1=O.[C:15]1([NH2:22])[CH:20]=[CH:19][CH:18]=[CH:17][C:16]=1[NH2:21]. The catalyst is C(Cl)Cl. The product is [OH:7][C:6]([C:5]1[S:10][C:11](=[S:13])[S:12][C:4]=1[C:3]1[CH:2]=[N:22][C:15]2[C:16](=[CH:17][CH:18]=[CH:19][CH:20]=2)[N:21]=1)([CH3:9])[CH3:8]. The yield is 0.920.